Task: Regression. Given a peptide amino acid sequence and an MHC pseudo amino acid sequence, predict their binding affinity value. This is MHC class I binding data.. Dataset: Peptide-MHC class I binding affinity with 185,985 pairs from IEDB/IMGT (1) The peptide sequence is VVYHDDDNTT. The MHC is HLA-A02:03 with pseudo-sequence HLA-A02:03. The binding affinity (normalized) is 0.127. (2) The peptide sequence is FLCKQYLNL. The MHC is HLA-A02:02 with pseudo-sequence HLA-A02:02. The binding affinity (normalized) is 0.523. (3) The peptide sequence is ELHNGFTGY. The MHC is HLA-A02:01 with pseudo-sequence HLA-A02:01. The binding affinity (normalized) is 0.0847. (4) The peptide sequence is YILRGLLEA. The MHC is HLA-A02:01 with pseudo-sequence HLA-A02:01. The binding affinity (normalized) is 0.916. (5) The peptide sequence is RGRIGRNPA. The MHC is HLA-A30:01 with pseudo-sequence HLA-A30:01. The binding affinity (normalized) is 0.679. (6) The binding affinity (normalized) is 0.944. The MHC is HLA-A02:06 with pseudo-sequence HLA-A02:06. The peptide sequence is NLVIGFLFLA. (7) The peptide sequence is MMHASTSPF. The MHC is HLA-B15:09 with pseudo-sequence HLA-B15:09. The binding affinity (normalized) is 0.466. (8) The peptide sequence is VVECLTVPNI. The MHC is HLA-A02:02 with pseudo-sequence HLA-A02:02. The binding affinity (normalized) is 0.165. (9) The peptide sequence is YPKFHRSAM. The MHC is HLA-B40:01 with pseudo-sequence HLA-B40:01. The binding affinity (normalized) is 0.0847.